This data is from Full USPTO retrosynthesis dataset with 1.9M reactions from patents (1976-2016). The task is: Predict the reactants needed to synthesize the given product. Given the product [F:31][C:20]1[CH:19]=[C:18]([CH:23]=[C:22]([CH:24]=[CH2:25])[C:21]=1[NH:26][S:27]([CH3:30])(=[O:29])=[O:28])[CH2:17][NH:16][C:13](=[O:15])[C:12]#[C:11][C:8]1[CH:7]=[CH:6][C:5]([C:1]([CH3:2])([CH3:3])[CH3:4])=[CH:10][CH:9]=1, predict the reactants needed to synthesize it. The reactants are: [C:1]([C:5]1[CH:10]=[CH:9][C:8]([C:11]#[C:12][C:13]([OH:15])=O)=[CH:7][CH:6]=1)([CH3:4])([CH3:3])[CH3:2].[NH2:16][CH2:17][C:18]1[CH:23]=[C:22]([CH:24]=[CH2:25])[C:21]([NH:26][S:27]([CH3:30])(=[O:29])=[O:28])=[C:20]([F:31])[CH:19]=1.CCOC(OC(OCC)=O)=O.CCCCCC.CCOC(C)=O.